This data is from Full USPTO retrosynthesis dataset with 1.9M reactions from patents (1976-2016). The task is: Predict the reactants needed to synthesize the given product. (1) Given the product [CH:24]1([C:20]2[CH:21]=[C:22]([CH3:23])[C:17]([N:14]3[CH2:15][CH2:16][N:11]([C:9]([C:5]4[CH:4]=[CH:3][C:2]([N:32]5[CH:28]([CH3:27])[CH2:29][CH2:30][C:31]5=[O:33])=[N:7][C:6]=4[CH3:8])=[O:10])[CH2:12][CH2:13]3)=[N:18][CH:19]=2)[CH2:26][CH2:25]1, predict the reactants needed to synthesize it. The reactants are: Br[C:2]1[N:7]=[C:6]([CH3:8])[C:5]([C:9]([N:11]2[CH2:16][CH2:15][N:14]([C:17]3[C:22]([CH3:23])=[CH:21][C:20]([CH:24]4[CH2:26][CH2:25]4)=[CH:19][N:18]=3)[CH2:13][CH2:12]2)=[O:10])=[CH:4][CH:3]=1.[CH3:27][CH:28]1[NH:32][C:31](=[O:33])[CH2:30][CH2:29]1. (2) Given the product [F:35][CH:36]([F:40])[C:37]([N:32]1[CH2:31][CH2:30][CH:29]([O:28][C:23]2[CH:22]=[CH:21][C:20]([C:17]3[N:16]=[CH:15][N:14]=[C:13]4[C:18]=3[N:19]=[C:11]([C:8]3[CH:7]=[CH:6][C:5]([CH2:4][N:2]([CH3:1])[CH3:3])=[CH:10][CH:9]=3)[NH:12]4)=[CH:27][C:24]=2[C:25]#[N:26])[CH2:34][CH2:33]1)=[O:38], predict the reactants needed to synthesize it. The reactants are: [CH3:1][N:2]([CH2:4][C:5]1[CH:10]=[CH:9][C:8]([C:11]2[NH:12][C:13]3[C:18]([N:19]=2)=[C:17]([C:20]2[CH:21]=[CH:22][C:23]([O:28][CH:29]4[CH2:34][CH2:33][NH:32][CH2:31][CH2:30]4)=[C:24]([CH:27]=2)[C:25]#[N:26])[N:16]=[CH:15][N:14]=3)=[CH:7][CH:6]=1)[CH3:3].[F:35][CH:36]([F:40])[C:37](O)=[O:38].CCN(C(C)C)C(C)C.CN(C(ON1N=NC2C=CC=NC1=2)=[N+](C)C)C.F[P-](F)(F)(F)(F)F. (3) Given the product [C:1]([C:4]1[CH:8]=[CH:7][N:6]([C:9]2[N:13]([C:14]3[CH:15]=[N:16][C:17]([O:20][CH3:21])=[CH:18][CH:19]=3)[N:12]=[C:11]([C:22]([N:25]3[CH2:30][CH2:29][O:28][CH2:27][CH2:26]3)=[O:23])[CH:10]=2)[CH:5]=1)(=[O:3])[NH2:2], predict the reactants needed to synthesize it. The reactants are: [C:1]([C:4]1[CH:8]=[CH:7][N:6]([C:9]2[N:13]([C:14]3[CH:15]=[N:16][C:17]([O:20][CH3:21])=[CH:18][CH:19]=3)[N:12]=[C:11]([C:22](O)=[O:23])[CH:10]=2)[CH:5]=1)(=[O:3])[NH2:2].[NH:25]1[CH2:30][CH2:29][O:28][CH2:27][CH2:26]1. (4) Given the product [NH2:15][C:13]1[N:14]=[C:9]([C:6]2[CH:5]=[CH:4][C:3]([CH2:2][NH:1][C:25](=[O:28])[CH:26]=[CH2:27])=[CH:8][CH:7]=2)[CH:10]=[C:11]([NH:16][CH3:17])[N:12]=1, predict the reactants needed to synthesize it. The reactants are: [NH2:1][CH2:2][C:3]1[CH:8]=[CH:7][C:6]([C:9]2[N:14]=[C:13]([NH2:15])[N:12]=[C:11]([NH:16][CH3:17])[CH:10]=2)=[CH:5][CH:4]=1.C(N(CC)CC)C.[C:25](Cl)(=[O:28])[CH:26]=[CH2:27]. (5) The reactants are: [C:1]([CH:5]1[N:14]2[C:9](=[CH:10][C:11](=[O:20])[C:12]([C:15]([O:17][CH2:18][CH3:19])=[O:16])=[CH:13]2)[C:8]2[CH:21]=[C:22]([O:26][CH3:27])[C:23]([OH:25])=[CH:24][C:7]=2[CH2:6]1)([CH3:4])([CH3:3])[CH3:2].Cl.Cl[CH2:30][CH2:31][CH2:32][N:33]1[CH2:37][CH2:36][CH2:35][CH2:34]1.C([O-])([O-])=O.[K+].[K+]. Given the product [C:1]([CH:5]1[N:14]2[C:9](=[CH:10][C:11](=[O:20])[C:12]([C:15]([O:17][CH2:18][CH3:19])=[O:16])=[CH:13]2)[C:8]2[CH:21]=[C:22]([O:26][CH3:27])[C:23]([O:25][CH2:30][CH2:31][CH2:32][N:33]3[CH2:37][CH2:36][CH2:35][CH2:34]3)=[CH:24][C:7]=2[CH2:6]1)([CH3:2])([CH3:3])[CH3:4], predict the reactants needed to synthesize it. (6) Given the product [CH3:14][N:13]1[C:12](=[O:15])[CH:11]=[CH:10][N:9]2[C:8]1=[N:7][C@@H:3]1[CH2:4][CH2:5][CH2:6][C@@H:2]12, predict the reactants needed to synthesize it. The reactants are: O[C@@H:2]1[CH2:6][CH2:5][CH2:4][C@H:3]1[NH:7][C:8]1[N:13]([CH3:14])[C:12](=[O:15])[CH:11]=[CH:10][N:9]=1.C1(P(C2C=CC=CC=2)C2C=CC=CC=2)C=CC=CC=1.N(C(OCC)=O)=NC(OCC)=O. (7) Given the product [CH:1]([N:14]1[CH2:15][C:16]([CH2:19][O:20][C:21]2[C:29]([CH:30]3[CH2:32][CH2:31]3)=[CH:28][C:24]([C:25]([NH:40][S:37]([CH:34]3[CH2:36][CH2:35]3)(=[O:39])=[O:38])=[O:26])=[C:23]([F:33])[CH:22]=2)([CH3:18])[CH2:17]1)([C:8]1[CH:13]=[CH:12][CH:11]=[CH:10][CH:9]=1)[C:2]1[CH:7]=[CH:6][CH:5]=[CH:4][CH:3]=1, predict the reactants needed to synthesize it. The reactants are: [CH:1]([N:14]1[CH2:17][C:16]([CH2:19][O:20][C:21]2[C:29]([CH:30]3[CH2:32][CH2:31]3)=[CH:28][C:24]([C:25](O)=[O:26])=[C:23]([F:33])[CH:22]=2)([CH3:18])[CH2:15]1)([C:8]1[CH:13]=[CH:12][CH:11]=[CH:10][CH:9]=1)[C:2]1[CH:7]=[CH:6][CH:5]=[CH:4][CH:3]=1.[CH:34]1([S:37]([NH2:40])(=[O:39])=[O:38])[CH2:36][CH2:35]1.